Dataset: Forward reaction prediction with 1.9M reactions from USPTO patents (1976-2016). Task: Predict the product of the given reaction. (1) Given the reactants [OH-].[K+].[Cl:3][C:4]1[C:9]([O:10][CH3:11])=[CH:8][C:7]([O:12][CH3:13])=[CH:6][C:5]=1[NH:14]C(=O)C, predict the reaction product. The product is: [Cl:3][C:4]1[C:9]([O:10][CH3:11])=[CH:8][C:7]([O:12][CH3:13])=[CH:6][C:5]=1[NH2:14]. (2) Given the reactants C(OC(=O)[N:7]([CH2:11][CH2:12][C:13]1[CH:21]=[CH:20][CH:19]=[C:18]2[C:14]=1[CH:15]=[N:16][N:17]2C(=O)C)[CH2:8][CH2:9][CH3:10])(C)(C)C.O1CCOCC1, predict the reaction product. The product is: [NH:17]1[C:18]2[C:14](=[C:13]([CH2:12][CH2:11][NH:7][CH2:8][CH2:9][CH3:10])[CH:21]=[CH:20][CH:19]=2)[CH:15]=[N:16]1. (3) Given the reactants [C:1]([N:4]1[CH:10]([CH3:11])[CH2:9][C:8]2[CH:12]=[C:13]([Cl:16])[CH:14]=[CH:15][C:7]=2[C:6]([C:17]2[CH:22]=[CH:21][C:20]([N+:23]([O-])=O)=[C:19]([CH3:26])[CH:18]=2)=[N:5]1)(=[O:3])[CH3:2].O.NN, predict the reaction product. The product is: [C:1]([N:4]1[CH:10]([CH3:11])[CH2:9][C:8]2[CH:12]=[C:13]([Cl:16])[CH:14]=[CH:15][C:7]=2[C:6]([C:17]2[CH:22]=[CH:21][C:20]([NH2:23])=[C:19]([CH3:26])[CH:18]=2)=[N:5]1)(=[O:3])[CH3:2].